This data is from Forward reaction prediction with 1.9M reactions from USPTO patents (1976-2016). The task is: Predict the product of the given reaction. (1) Given the reactants [CH3:1][O:2][C:3]1[C:10]([C:11]2[S:12][CH:13]=[CH:14][CH:15]=2)=[CH:9][C:6]([CH:7]=O)=[C:5]([O:16][C:17]2[CH:22]=[CH:21][CH:20]=[C:19]([CH3:23])[N:18]=2)[CH:4]=1.[C:24]([C:27]1[CH:32]=[CH:31][C:30]([S:33]([NH2:36])(=[O:35])=[O:34])=[CH:29][CH:28]=1)(=[O:26])[CH3:25].C[O-].[Li+], predict the reaction product. The product is: [CH3:1][O:2][C:3]1[C:10]([C:11]2[S:12][CH:13]=[CH:14][CH:15]=2)=[CH:9][C:6](/[CH:7]=[CH:25]/[C:24]([C:27]2[CH:28]=[CH:29][C:30]([S:33]([NH2:36])(=[O:35])=[O:34])=[CH:31][CH:32]=2)=[O:26])=[C:5]([O:16][C:17]2[CH:22]=[CH:21][CH:20]=[C:19]([CH3:23])[N:18]=2)[CH:4]=1. (2) Given the reactants [CH:1]1([N:4]([CH3:13])[C:5]2[N:9]=[C:8]([CH:10]=O)[N:7]([CH3:12])[N:6]=2)[CH2:3][CH2:2]1.[Cl-].[CH3:15][C:16]1[CH:21]=[C:20]([CH3:22])[N:19]2[N:23]=[C:24]([CH2:26][P+](C3C=CC=CC=3)(C3C=CC=CC=3)C3C=CC=CC=3)[N:25]=[C:18]2[N:17]=1.C1CCN2C(=NCCC2)CC1, predict the reaction product. The product is: [CH:1]1([N:4]([C:5]2[N:9]=[C:8]([CH:10]=[CH:26][C:24]3[N:25]=[C:18]4[N:17]=[C:16]([CH3:15])[CH:21]=[C:20]([CH3:22])[N:19]4[N:23]=3)[N:7]([CH3:12])[N:6]=2)[CH3:13])[CH2:3][CH2:2]1. (3) Given the reactants C[O:2][C:3]([C:5]1[C:10]([CH3:11])=[CH:9][C:8]([C:12]2[CH:17]=[CH:16][CH:15]=[C:14]([C:18]([F:21])([F:20])[F:19])[CH:13]=2)=[CH:7][C:6]=1[C:22]1[CH:23]=[N:24][CH:25]=[N:26][CH:27]=1)=[O:4].[OH-].[Li+].Cl.O, predict the reaction product. The product is: [CH3:11][C:10]1[C:5]([C:3]([OH:4])=[O:2])=[C:6]([C:22]2[CH:23]=[N:24][CH:25]=[N:26][CH:27]=2)[CH:7]=[C:8]([C:12]2[CH:17]=[CH:16][CH:15]=[C:14]([C:18]([F:20])([F:21])[F:19])[CH:13]=2)[CH:9]=1.